From a dataset of Full USPTO retrosynthesis dataset with 1.9M reactions from patents (1976-2016). Predict the reactants needed to synthesize the given product. (1) Given the product [CH3:37][O:39][N:40]=[C:16]([C:18]1[CH:23]=[CH:22][CH:21]=[C:20]([NH:24][C:25]2[C:34]3[C:29](=[CH:30][CH:31]=[CH:32][CH:33]=3)[N:28]=[C:27]([CH3:35])[CH:26]=2)[CH:19]=1)[CH2:15][CH2:14][N:11]1[CH2:12][CH2:13][CH:8]([CH2:1][C:2]2[CH:3]=[CH:4][CH:5]=[CH:6][CH:7]=2)[CH2:9][CH2:10]1, predict the reactants needed to synthesize it. The reactants are: [CH2:1]([CH:8]1[CH2:13][CH2:12][N:11]([CH2:14][CH2:15][C:16]([C:18]2[CH:23]=[CH:22][CH:21]=[C:20]([NH:24][C:25]3[C:34]4[C:29](=[CH:30][CH:31]=[CH:32][CH:33]=4)[N:28]=[C:27]([CH3:35])[CH:26]=3)[CH:19]=2)=O)[CH2:10][CH2:9]1)[C:2]1[CH:7]=[CH:6][CH:5]=[CH:4][CH:3]=1.Cl.[CH2:37]([O:39][NH2:40])C.N1C=CC=CC=1. (2) Given the product [Cl:25][C:14]1[CH:13]=[C:4]([CH2:5][CH:6]2[S:10][C:9](=[O:11])[NH:8][C:7]2=[O:12])[CH:3]=[C:2]([Cl:1])[C:15]=1[O:16][C:17]1[CH:18]=[CH:19][C:20]([O:23][CH3:24])=[C:21]([S:27]([Cl:26])(=[O:29])=[O:28])[CH:22]=1, predict the reactants needed to synthesize it. The reactants are: [Cl:1][C:2]1[CH:3]=[C:4]([CH:13]=[C:14]([Cl:25])[C:15]=1[O:16][C:17]1[CH:22]=[CH:21][C:20]([O:23][CH3:24])=[CH:19][CH:18]=1)[CH2:5][CH:6]1[S:10][C:9](=[O:11])[NH:8][C:7]1=[O:12].[Cl:26][S:27](O)(=[O:29])=[O:28]. (3) Given the product [Cl:1][C:2]1[N:7]=[CH:6][C:5]([NH:8][C:10]2[C:15]([C:16]3[N:21]=[C:20]([CH3:22])[N:19]=[C:18]([NH2:23])[N:17]=3)=[CH:14][C:13]([CH2:42][N:43]3[CH2:48][CH2:47][N:46]([S:49]([CH3:52])(=[O:50])=[O:51])[CH2:45][C@@H:44]3[CH3:53])=[CH:12][N:11]=2)=[CH:4][CH:3]=1, predict the reactants needed to synthesize it. The reactants are: [Cl:1][C:2]1[N:7]=[CH:6][C:5]([NH2:8])=[CH:4][CH:3]=1.F[C:10]1[C:15]([C:16]2[N:21]=[C:20]([CH3:22])[N:19]=[C:18]([N:23](CC3C=CC(OC)=CC=3)CC3C=CC(OC)=CC=3)[N:17]=2)=[CH:14][C:13]([CH2:42][N:43]2[CH2:48][CH2:47][N:46]([S:49]([CH3:52])(=[O:51])=[O:50])[CH2:45][C@@H:44]2[CH3:53])=[CH:12][N:11]=1. (4) Given the product [CH:9]([C:7]1[CH:8]=[C:3]([CH:4]=[C:5]([O:18][C:19]([F:20])([F:21])[F:22])[C:6]=1[O:16][CH3:17])[C:30]([OH:26])=[O:32])=[O:13], predict the reactants needed to synthesize it. The reactants are: [Mg].Br[C:3]1[CH:4]=[C:5]([O:18][C:19]([F:22])([F:21])[F:20])[C:6]([O:16][CH3:17])=[C:7]([CH:9]([O:13]CC)OCC)[CH:8]=1.C[Mg]Br.[O:26]1[CH2:30]CCC1.Cl.[O:32]1CCCC1. (5) Given the product [OH:8][C:9]1[CH:18]=[C:17]([C:19]([O:21][CH3:22])=[O:20])[CH:16]=[C:15]2[C:10]=1[CH2:11][CH2:12][N:13]([CH2:24][CH:25]([CH3:27])[CH3:26])[C:14]2=[O:23], predict the reactants needed to synthesize it. The reactants are: C([O:8][C:9]1[CH:18]=[C:17]([C:19]([O:21][CH3:22])=[O:20])[CH:16]=[C:15]2[C:10]=1[CH2:11][CH2:12][N:13]([CH2:24][CH:25]([CH3:27])[CH3:26])[C:14]2=[O:23])C1C=CC=CC=1. (6) The reactants are: C1C2NC3C(=CC=CC=3)SC=2C=CC=1.[CH2:15](Br)[CH2:16][CH2:17][CH2:18][CH2:19][CH2:20][CH2:21][CH3:22].C1CCN2C(=NCCC2)CC1.[CH2:35]([O:45][C:46]1[CH:51]=[CH:50][C:49]([N:52]2[CH2:57][CH2:56][NH:55][CH2:54][CH2:53]2)=[CH:48][CH:47]=1)[CH2:36][CH2:37][CH2:38][CH2:39][CH2:40][CH2:41][CH2:42][CH:43]=[CH2:44]. Given the product [CH2:35]([O:45][C:46]1[CH:51]=[CH:50][C:49]([N:52]2[CH2:57][CH2:56][N:55]([CH2:15][CH2:16][CH2:17][CH2:18][CH2:19][CH2:20][CH2:21][CH3:22])[CH2:54][CH2:53]2)=[CH:48][CH:47]=1)[CH2:36][CH2:37][CH2:38][CH2:39][CH2:40][CH2:41][CH2:42][CH:43]=[CH2:44], predict the reactants needed to synthesize it. (7) Given the product [OH:42][NH:17][C:12]([CH:4]1[CH2:5][C:6]2[C:11](=[CH:10][CH:9]=[CH:8][CH:7]=2)[CH2:2][N:3]1[S:33]([C:30]1[CH:31]=[CH:32][C:27]([O:26][CH2:22][C:23]#[C:24][CH3:25])=[CH:28][CH:29]=1)(=[O:35])=[O:34])=[O:14], predict the reactants needed to synthesize it. The reactants are: Cl.[CH2:2]1[C:11]2[C:6](=[CH:7][CH:8]=[CH:9][CH:10]=2)[CH2:5][CH:4]([C:12]([OH:14])=O)[NH:3]1.C([N:17](CC)CC)C.[CH2:22]([O:26][C:27]1[CH:32]=[CH:31][C:30]([S:33](Cl)(=[O:35])=[O:34])=[CH:29][CH:28]=1)[C:23]#[C:24][CH3:25].C1COCC1.[OH2:42]. (8) Given the product [CH2:20]([O:27][C:28]1[CH:33]=[CH:32][N:31]([C:34]2[CH:35]=[CH:36][C:37]([C:38]#[N:39])=[CH:40][CH:41]=2)[C:30](=[O:42])[C:29]=1[Br:43])[C:21]1[CH:22]=[CH:23][CH:24]=[CH:25][CH:26]=1, predict the reactants needed to synthesize it. The reactants are: BrC1C(=O)NC(C)=CC=1OCC1C=CC(F)=CC=1F.[CH2:20]([O:27][C:28]1[CH:33]=[CH:32][N:31]([C:34]2[CH:41]=[CH:40][C:37]([C:38]#[N:39])=[CH:36][CH:35]=2)[C:30](=[O:42])[C:29]=1[Br:43])[C:21]1[CH:26]=[CH:25][CH:24]=[CH:23][CH:22]=1.C(=O)([O-])[O-].[Cs+].[Cs+].FC1C=CC(C#N)=CC=1.